From a dataset of Forward reaction prediction with 1.9M reactions from USPTO patents (1976-2016). Predict the product of the given reaction. (1) Given the reactants [C:1]([C:5]1[CH:9]=[C:8]([NH:10][C:11]([NH:13][C:14]2[C:23]3[C:18](=[CH:19][CH:20]=[CH:21][CH:22]=3)[C:17]([O:24][C:25]3[CH:30]=[CH:29][N:28]=[C:27](Cl)[N:26]=3)=[CH:16][CH:15]=2)=[O:12])[N:7]([C:32]2[CH:37]=[CH:36][C:35]([CH3:38])=[CH:34][CH:33]=2)[N:6]=1)([CH3:4])([CH3:3])[CH3:2].[CH3:39][O:40][C:41]1[CH:42]=[C:43]([NH2:59])[CH:44]=[C:45]([N:47]([CH2:49][CH2:50][O:51][CH2:52][CH2:53][O:54][CH2:55][CH2:56][O:57][CH3:58])[CH3:48])[CH:46]=1.C(#N)C.C(=O)(O)[O-].[NH4+], predict the reaction product. The product is: [C:1]([C:5]1[CH:9]=[C:8]([NH:10][C:11]([NH:13][C:14]2[C:23]3[C:18](=[CH:19][CH:20]=[CH:21][CH:22]=3)[C:17]([O:24][C:25]3[CH:30]=[CH:29][N:28]=[C:27]([NH:59][C:43]4[CH:44]=[C:45]([N:47]([CH2:49][CH2:50][O:51][CH2:52][CH2:53][O:54][CH2:55][CH2:56][O:57][CH3:58])[CH3:48])[CH:46]=[C:41]([O:40][CH3:39])[CH:42]=4)[N:26]=3)=[CH:16][CH:15]=2)=[O:12])[N:7]([C:32]2[CH:37]=[CH:36][C:35]([CH3:38])=[CH:34][CH:33]=2)[N:6]=1)([CH3:4])([CH3:3])[CH3:2]. (2) Given the reactants Br[CH2:2][C:3]1[CH:8]=[CH:7][CH:6]=[C:5]([F:9])[CH:4]=1.[NH2:10][C:11]1[S:12][CH:13]=[CH:14][N:15]=1.N1C2C(=CC=CC=2)C=C1.[NH:25]1[C:33]2[C:28](=[CH:29][CH:30]=[CH:31][CH:32]=2)[C:27]([C:34](OC)=[O:35])=[CH:26]1, predict the reaction product. The product is: [S:12]1[CH:13]=[CH:14][N:15]=[C:11]1[NH:10][C:34]([C:27]1[C:28]2[C:33](=[CH:32][CH:31]=[CH:30][CH:29]=2)[N:25]([CH2:2][C:3]2[CH:8]=[CH:7][CH:6]=[C:5]([F:9])[CH:4]=2)[CH:26]=1)=[O:35]. (3) Given the reactants [CH3:1][N:2]([CH3:29])[C:3]1([C:23]2[CH:28]=[CH:27][CH:26]=[CH:25][CH:24]=2)[CH2:8][CH2:7][CH:6]([C:9]2[NH:10][C:11]3[C:16]([C:17]=2[CH2:18][CH2:19][C:20]([OH:22])=[O:21])=[CH:15][CH:14]=[CH:13][CH:12]=3)[CH2:5][CH2:4]1.[Si]([Cl:34])(C)(C)C, predict the reaction product. The product is: [ClH:34].[CH3:29][N:2]([CH3:1])[C:3]1([C:23]2[CH:28]=[CH:27][CH:26]=[CH:25][CH:24]=2)[CH2:8][CH2:7][CH:6]([C:9]2[NH:10][C:11]3[C:16]([C:17]=2[CH2:18][CH2:19][C:20]([OH:22])=[O:21])=[CH:15][CH:14]=[CH:13][CH:12]=3)[CH2:5][CH2:4]1. (4) Given the reactants [CH3:1][O:2][C:3]1[CH:4]=[C:5]([CH:8]=[CH:9][C:10]=1[F:11])[CH:6]=[O:7].[N+:12]([CH2:15][CH3:16])([O-:14])=[O:13].[OH-].[Na+].C(O)(=O)C, predict the reaction product. The product is: [F:11][C:10]1[CH:9]=[CH:8][C:5]([CH:6]([OH:7])[CH:15]([N+:12]([O-:14])=[O:13])[CH3:16])=[CH:4][C:3]=1[O:2][CH3:1]. (5) Given the reactants [CH2:1]([O:3][C:4]1[C:8]([CH2:9][CH2:10][CH2:11][OH:12])=[CH:7][N:6]([C:13]2[CH:18]=[CH:17][C:16]([C:19]([F:22])([F:21])[F:20])=[CH:15][N:14]=2)[N:5]=1)[CH3:2].O[C:24]1[C:28]([CH2:29][C:30]([O:32]C)=[O:31])=[CH:27][N:26]([CH3:34])[N:25]=1.C(P(CCCC)CCCC)CCC.N(C(N1CCCCC1)=O)=NC(N1CCCCC1)=O, predict the reaction product. The product is: [CH2:1]([O:3][C:4]1[C:8]([CH2:9][CH2:10][CH2:11][O:12][C:24]2[C:28]([CH2:29][C:30]([OH:32])=[O:31])=[CH:27][N:26]([CH3:34])[N:25]=2)=[CH:7][N:6]([C:13]2[CH:18]=[CH:17][C:16]([C:19]([F:21])([F:20])[F:22])=[CH:15][N:14]=2)[N:5]=1)[CH3:2]. (6) Given the reactants [F:1][C:2]1[CH:7]=[CH:6][C:5]([CH:8]2[CH:17]3[CH2:18][CH2:19][N:20](C([O-])=O)[CH:16]3[C:15]3[CH:14]=[CH:13][CH:12]=[CH:11][C:10]=3[NH:9]2)=[CH:4][CH:3]=1, predict the reaction product. The product is: [F:1][C:2]1[CH:7]=[CH:6][C:5]([CH:8]2[CH:17]3[CH2:18][CH2:19][NH:20][CH:16]3[C:15]3[CH:14]=[CH:13][CH:12]=[CH:11][C:10]=3[NH:9]2)=[CH:4][CH:3]=1. (7) Given the reactants [CH:1]1([CH:7]([O:35][CH3:36])[C:8]2[CH:30]=[CH:29][C:28]([C:31]([F:34])([F:33])[F:32])=[CH:27][C:9]=2[CH2:10][NH:11][CH2:12][C:13]2[CH:18]=[C:17]([C:19]([F:22])([F:21])[F:20])[CH:16]=[C:15]([C:23]([F:26])([F:25])[F:24])[CH:14]=2)[CH2:6][CH2:5][CH2:4][CH2:3][CH2:2]1.[N:37]#[C:38]Br.C(#N)C, predict the reaction product. The product is: [CH:1]1([CH:7]([O:35][CH3:36])[C:8]2[CH:30]=[CH:29][C:28]([C:31]([F:32])([F:33])[F:34])=[CH:27][C:9]=2[CH2:10][N:11]([CH2:12][C:13]2[CH:14]=[C:15]([C:23]([F:26])([F:25])[F:24])[CH:16]=[C:17]([C:19]([F:20])([F:21])[F:22])[CH:18]=2)[C:38]#[N:37])[CH2:6][CH2:5][CH2:4][CH2:3][CH2:2]1. (8) Given the reactants [Cl:1][C:2]1[CH:11]=[C:10]([CH2:12]O)[CH:9]=[CH:8][C:3]=1[C:4]([O:6][CH3:7])=[O:5].C1(P([N:28]=[N+:29]=[N-:30])(C2C=CC=CC=2)=O)C=CC=CC=1.N12CCCN=C1CCCCC2, predict the reaction product. The product is: [N:28]([CH2:12][C:10]1[CH:9]=[CH:8][C:3]([C:4]([O:6][CH3:7])=[O:5])=[C:2]([Cl:1])[CH:11]=1)=[N+:29]=[N-:30]. (9) Given the reactants [CH2:1]([O:3][C:4]1[CH:13]=[CH:12][CH:11]=[CH:10][C:5]=1[C:6]([NH:8]O)=[NH:7])[CH3:2].[ClH:14], predict the reaction product. The product is: [ClH:14].[CH2:1]([O:3][C:4]1[CH:13]=[CH:12][CH:11]=[CH:10][C:5]=1[C:6]([NH2:8])=[NH:7])[CH3:2].